This data is from NCI-60 drug combinations with 297,098 pairs across 59 cell lines. The task is: Regression. Given two drug SMILES strings and cell line genomic features, predict the synergy score measuring deviation from expected non-interaction effect. (1) Drug 1: C1C(C(OC1N2C=C(C(=O)NC2=O)F)CO)O. Drug 2: CCC1(CC2CC(C3=C(CCN(C2)C1)C4=CC=CC=C4N3)(C5=C(C=C6C(=C5)C78CCN9C7C(C=CC9)(C(C(C8N6C=O)(C(=O)OC)O)OC(=O)C)CC)OC)C(=O)OC)O.OS(=O)(=O)O. Cell line: SK-MEL-28. Synergy scores: CSS=32.5, Synergy_ZIP=-7.97, Synergy_Bliss=0.804, Synergy_Loewe=-7.65, Synergy_HSA=1.33. (2) Drug 1: CS(=O)(=O)OCCCCOS(=O)(=O)C. Drug 2: CCC1(C2=C(COC1=O)C(=O)N3CC4=CC5=C(C=CC(=C5CN(C)C)O)N=C4C3=C2)O.Cl. Cell line: UO-31. Synergy scores: CSS=16.0, Synergy_ZIP=-5.00, Synergy_Bliss=3.75, Synergy_Loewe=-18.1, Synergy_HSA=-0.433.